From a dataset of Full USPTO retrosynthesis dataset with 1.9M reactions from patents (1976-2016). Predict the reactants needed to synthesize the given product. (1) Given the product [NH2:7][C@@H:8]1[C@@H:13]([OH:14])[C@H:12]([CH2:15][C:16]2[CH:21]=[CH:20][C:19]([N+:22]([O-:24])=[O:23])=[C:18]([Br:25])[CH:17]=2)[CH2:11][S:10][CH2:9]1, predict the reactants needed to synthesize it. The reactants are: C(OC(=O)[NH:7][C@@H:8]1[C@@H:13]([OH:14])[C@H:12]([CH2:15][C:16]2[CH:21]=[CH:20][C:19]([N+:22]([O-:24])=[O:23])=[C:18]([Br:25])[CH:17]=2)[CH2:11][S:10][CH2:9]1)(C)(C)C. (2) The reactants are: [Li+].C[Si]([N-][Si](C)(C)C)(C)C.[Cl:11][C:12]1[CH:13]=[C:14]([C:22]2[O:26][CH:25]=[N:24][C:23]=2[CH3:27])[CH:15]=[CH:16][C:17]=1[C:18]([F:21])([F:20])[F:19].[Cl:28]C(Cl)(Cl)C(Cl)(Cl)Cl. Given the product [Cl:28][C:25]1[O:26][C:22]([C:14]2[CH:15]=[CH:16][C:17]([C:18]([F:19])([F:21])[F:20])=[C:12]([Cl:11])[CH:13]=2)=[C:23]([CH3:27])[N:24]=1, predict the reactants needed to synthesize it. (3) Given the product [CH:8]([C:6]1[N:7]=[C:3]([CH2:2][C:11]#[N:12])[NH:4][CH:5]=1)([CH3:10])[CH3:9], predict the reactants needed to synthesize it. The reactants are: Cl[CH2:2][C:3]1[NH:4][CH:5]=[C:6]([CH:8]([CH3:10])[CH3:9])[N:7]=1.[C-:11]#[N:12].[K+]. (4) Given the product [F:21][C:22]1[CH:27]=[CH:26][C:25]([C:2]2[C:7]([O:20][CH2:19][C:14]3[C:13]([CH3:12])=[CH:18][CH:17]=[CH:16][N:15]=3)=[N:6][CH:5]=[C:4]([CH:3]=2)[C:9]([NH:31][C@@H:32]2[CH2:37][CH2:36][CH2:35][CH2:34][C@H:33]2[OH:38])=[O:11])=[CH:24][CH:23]=1, predict the reactants needed to synthesize it. The reactants are: Br[C:2]1[CH:3]=[C:4]([C:9]([OH:11])=O)[CH:5]=[N:6][C:7]=1Cl.[CH3:12][C:13]1[C:14]([CH2:19][OH:20])=[N:15][CH:16]=[CH:17][CH:18]=1.[F:21][C:22]1[CH:27]=[CH:26][C:25](B(O)O)=[CH:24][CH:23]=1.[NH2:31][C@@H:32]1[CH2:37][CH2:36][CH2:35][CH2:34][C@H:33]1[OH:38]. (5) Given the product [Br:1][C:2]1[CH:7]=[CH:6][C:5]([CH:8]([N:11]2[CH:15]=[CH:14][N:13]=[C:12]2[CH2:16][OH:17])[CH3:9])=[CH:4][CH:3]=1, predict the reactants needed to synthesize it. The reactants are: [Br:1][C:2]1[CH:7]=[CH:6][C:5]([CH:8](Br)[CH3:9])=[CH:4][CH:3]=1.[NH:11]1[CH:15]=[CH:14][N:13]=[C:12]1[CH2:16][OH:17].C([O-])([O-])=O.[K+].[K+]. (6) Given the product [CH2:3]([O:7][C:8]1[CH:13]=[C:12](/[CH:14]=[C:15](\[CH3:21])/[C:16]([OH:18])=[O:17])[CH:11]=[CH:10][C:9]=1[C:22]1[CH:27]=[CH:26][CH:25]=[C:24]([N:28]([CH3:39])[C:29]([NH:31][CH2:32][CH2:33][CH2:34][CH2:35][CH2:36][CH2:37][CH3:38])=[O:30])[CH:23]=1)[CH2:4][CH2:5][CH3:6], predict the reactants needed to synthesize it. The reactants are: [OH-].[Na+].[CH2:3]([O:7][C:8]1[CH:13]=[C:12](/[CH:14]=[C:15](\[CH3:21])/[C:16]([O:18]CC)=[O:17])[CH:11]=[CH:10][C:9]=1[C:22]1[CH:27]=[CH:26][CH:25]=[C:24]([N:28]([CH3:39])[C:29]([NH:31][CH2:32][CH2:33][CH2:34][CH2:35][CH2:36][CH2:37][CH3:38])=[O:30])[CH:23]=1)[CH2:4][CH2:5][CH3:6]. (7) Given the product [C:17]1([C:10]([CH3:16])([CH2:9][N:8]([CH3:23])[C:6]([NH:31][C:34]([CH3:41])([CH2:36][C:37]([CH3:40])([CH3:39])[CH3:38])[CH3:35])=[O:7])[C:11]([O:13][CH2:14][CH3:15])=[O:12])[CH2:22][CH2:21][CH2:20][CH2:19][CH:18]=1, predict the reactants needed to synthesize it. The reactants are: C(O[C:6]([N:8]([CH3:23])[CH2:9][C:10]([C:17]1[CH2:22][CH2:21][CH2:20][CH2:19][CH:18]=1)([CH3:16])[C:11]([O:13][CH2:14][CH3:15])=[O:12])=[O:7])(C)(C)C.C(O)(C(F)(F)F)=O.[N:31]([C:34]([CH3:41])([CH2:36][C:37]([CH3:40])([CH3:39])[CH3:38])[CH3:35])=C=O.CCN(CC)CC.Cl. (8) Given the product [Cl:1][CH2:2][CH2:3][S:4][C:5]1[CH:13]=[CH:12][C:8]([C:9]([NH:21][CH2:17][CH:18]([CH3:20])[CH3:19])=[O:10])=[CH:7][C:6]=1[N+:14]([O-:16])=[O:15], predict the reactants needed to synthesize it. The reactants are: [Cl:1][CH2:2][CH2:3][S:4][C:5]1[CH:13]=[CH:12][C:8]([C:9](Cl)=[O:10])=[CH:7][C:6]=1[N+:14]([O-:16])=[O:15].[CH2:17]([NH2:21])[CH:18]([CH3:20])[CH3:19]. (9) Given the product [CH3:1][O:2][C:3]1[CH:4]=[C:5]([CH:11]2[CH2:16][CH:15]([C:17]([F:20])([F:18])[F:19])[N:14]3[N:21]=[C:22]([CH:24]4[CH2:29][CH2:28][N:27]([C:30]([O:32][C:33]([CH3:36])([CH3:35])[CH3:34])=[O:31])[CH:26]([CH3:37])[CH2:25]4)[CH:23]=[C:13]3[NH:12]2)[CH:6]=[CH:7][C:8]=1[O:9][CH3:10], predict the reactants needed to synthesize it. The reactants are: [CH3:1][O:2][C:3]1[CH:4]=[C:5]([C:11]2[CH:16]=[C:15]([C:17]([F:20])([F:19])[F:18])[N:14]3[N:21]=[C:22]([C:24]4[CH2:29][CH2:28][N:27]([C:30]([O:32][C:33]([CH3:36])([CH3:35])[CH3:34])=[O:31])[CH:26]([CH3:37])[CH:25]=4)[CH:23]=[C:13]3[N:12]=2)[CH:6]=[CH:7][C:8]=1[O:9][CH3:10].[H][H].C1(C)C=CC=CC=1. (10) Given the product [Cl:1][C:2]1[CH:7]=[CH:6][C:5]([C:19]([C:18]2[CH:17]=[N:16][C:15]([Cl:14])=[CH:26][CH:25]=2)=[O:20])=[CH:4][CH:3]=1, predict the reactants needed to synthesize it. The reactants are: [Cl:1][C:2]1[CH:7]=[CH:6][C:5](Br)=[CH:4][CH:3]=1.[Li]CCCC.[Cl:14][C:15]1[CH:26]=[CH:25][C:18]([C:19](N(OC)C)=[O:20])=[CH:17][N:16]=1.